From a dataset of Retrosynthesis with 50K atom-mapped reactions and 10 reaction types from USPTO. Predict the reactants needed to synthesize the given product. (1) Given the product O=C(NCCCCCCc1cn(-c2nccc(Cl)n2)c2ccccc12)NCc1cccnc1, predict the reactants needed to synthesize it. The reactants are: Clc1ccnc(Cl)n1.O=C(NCCCCCCc1c[nH]c2ccccc12)NCc1cccnc1. (2) Given the product COC(=O)[C@H](Cc1ccc(-c2c(C)cc(C(F)(F)F)n(C)c2=O)cc1)NC(=O)OC(C)(C)C, predict the reactants needed to synthesize it. The reactants are: COC(=O)[C@H](Cc1ccc(I)cc1)NC(=O)OC(C)(C)C.Cc1cc(C(F)(F)F)n(C)c(=O)c1I. (3) Given the product N#Cc1c(-c2cccc(OCc3ccccc3)c2)cc(CO)n1N, predict the reactants needed to synthesize it. The reactants are: CCOC(=O)c1cc(-c2cccc(OCc3ccccc3)c2)c(C#N)n1N. (4) Given the product CCOC(=O)c1nc(-n2cnc3ccc(F)cc32)nc(NC2CCOCC2)c1N, predict the reactants needed to synthesize it. The reactants are: CCOC(=O)c1nc(-n2cnc3ccc(F)cc32)nc(NC2CCOCC2)c1[N+](=O)[O-]. (5) Given the product COC(=O)c1ccc(C(=O)NC2CCCN(c3cc(Nc4ccc(OC)c(OC)n4)c4nccn4n3)C2)cc1, predict the reactants needed to synthesize it. The reactants are: COC(=O)c1ccc(C(=O)O)cc1.COc1ccc(Nc2cc(N3CCCC(N)C3)nn3ccnc23)nc1OC. (6) Given the product Cc1cc(C2CC2)c(CN)c(=O)[nH]1, predict the reactants needed to synthesize it. The reactants are: Cc1cc(C2CC2)c(C#N)c(=O)[nH]1.